Task: Predict which catalyst facilitates the given reaction.. Dataset: Catalyst prediction with 721,799 reactions and 888 catalyst types from USPTO (1) Reactant: I[C:2]1[C:3]([CH3:13])=[N:4][N:5]([C:7]2[CH:8]=[N:9][CH:10]=[CH:11][CH:12]=2)[CH:6]=1.C([Mg]Cl)(C)C.C(O[B:23]1[O:27][C:26]([CH3:29])([CH3:28])[C:25]([CH3:31])([CH3:30])[O:24]1)(C)C. Product: [CH3:13][C:3]1[C:2]([B:23]2[O:27][C:26]([CH3:29])([CH3:28])[C:25]([CH3:31])([CH3:30])[O:24]2)=[CH:6][N:5]([C:7]2[CH:8]=[N:9][CH:10]=[CH:11][CH:12]=2)[N:4]=1. The catalyst class is: 1. (2) Reactant: [CH2:1]([C:3]1[N:7]([CH3:8])[N:6]=[C:5]([C:9]([OH:11])=O)[CH:4]=1)[CH3:2].S(Cl)(Cl)=O.[NH2:16][C:17]1[CH:18]=[C:19]([CH:32]=[CH:33][CH:34]=1)[C:20]([C:22]1[CH:30]=[C:29]2[C:25]([CH2:26][C:27](=[O:31])[NH:28]2)=[CH:24][CH:23]=1)=[O:21]. Product: [O:31]=[C:27]1[CH2:26][C:25]2[C:29](=[CH:30][C:22]([C:20]([C:19]3[CH:18]=[C:17]([NH:16][C:9]([C:5]4[CH:4]=[C:3]([CH2:1][CH3:2])[N:7]([CH3:8])[N:6]=4)=[O:11])[CH:34]=[CH:33][CH:32]=3)=[O:21])=[CH:23][CH:24]=2)[NH:28]1. The catalyst class is: 1. (3) Reactant: [NH2:1][C:2]1[CH:3]=[C:4]([CH:9]=[CH:10][CH:11]=1)[C:5]([NH:7][CH3:8])=[O:6].Br[CH:13]([C:19]1[CH:24]=[CH:23][CH:22]=[CH:21][CH:20]=1)[C:14]([O:16][CH2:17][CH3:18])=[O:15].CCN(C(C)C)C(C)C. Product: [CH3:8][NH:7][C:5]([C:4]1[CH:3]=[C:2]([NH:1][CH:13]([C:19]2[CH:24]=[CH:23][CH:22]=[CH:21][CH:20]=2)[C:14]([O:16][CH2:17][CH3:18])=[O:15])[CH:11]=[CH:10][CH:9]=1)=[O:6]. The catalyst class is: 10. (4) Reactant: [Br:1][C:2]1[CH:3]=[CH:4][C:5]([N:8]2[CH:12]=[C:11]([CH:13]=[N:14]O)[N:10]=[CH:9]2)=[N:6][CH:7]=1. Product: [Br:1][C:2]1[CH:3]=[CH:4][C:5]([N:8]2[CH:12]=[C:11]([C:13]#[N:14])[N:10]=[CH:9]2)=[N:6][CH:7]=1. The catalyst class is: 152. (5) Reactant: Cl.[NH2:2][OH:3].[CH3:4][C:5]([O:8][C:9]([N:11]([CH2:19][C:20]1[CH:25]=[CH:24][CH:23]=[C:22]([C:26]#[N:27])[CH:21]=1)[C:12]([O:14][C:15]([CH3:18])([CH3:17])[CH3:16])=[O:13])=[O:10])([CH3:7])[CH3:6].C(N(CC)CC)C. Product: [CH3:18][C:15]([O:14][C:12]([N:11]([CH2:19][C:20]1[CH:25]=[CH:24][CH:23]=[C:22]([CH:26]=[N:27][NH:2][OH:3])[CH:21]=1)[C:9]([O:8][C:5]([CH3:4])([CH3:6])[CH3:7])=[O:10])=[O:13])([CH3:16])[CH3:17]. The catalyst class is: 5.